From a dataset of Experimentally validated miRNA-target interactions with 360,000+ pairs, plus equal number of negative samples. Binary Classification. Given a miRNA mature sequence and a target amino acid sequence, predict their likelihood of interaction. (1) The miRNA is hsa-miR-6887-5p with sequence UGGGGGGACAGAUGGAGAGGACA. The protein sequence of the target gene is MAFTEHSPLTPHRRDLCSRSIWLARKIRSDLTALTESYVKHQGLNKNINLDSADGMPVASTDQWSELTEAERLQENLQAYRTFHVLLARLLEDQQVHFTPTEGDFHQAIHTLLLQVAAFAYQIEELMILLEYKIPRNEADGMPINVGDGGLFEKKLWGLKVLQELSQWTVRSIHDLRFISSHQTGIPARGSHYIANNKKM. Result: 0 (no interaction). (2) The miRNA is hsa-miR-1470 with sequence GCCCUCCGCCCGUGCACCCCG. The protein sequence of the target gene is MARPNKFLLWFCCFAWLCFPISLGSQASGGEAQIAASAELESGAMPWSLLQHIDERDRAGLLPALFKVLSVGRGGSPRLQPDSRALHYMKKLYKTYATKEGIPKSNRSHLYNTVRLFTPCTRHKQAPGDQVTGILPSVELLFNLDRITTVEHLLKSVLLYNINNSVSFSSAVKCVCNLMIKEPKSSSRTLGRAPYSFTFNSQFEFGKKHKWIQIDVTSLLQPLVASNKRSIHMSINFTCMKDQLEHPSAQNGLFNMTLVSPSLILYLNDTSAQAYHSWYSLHYKRRPSQGPDQERSLSAY.... Result: 0 (no interaction). (3) The miRNA is hsa-miR-34a-5p with sequence UGGCAGUGUCUUAGCUGGUUGU. The protein sequence of the target gene is MEQLSSANTRFALDLFLALSENNPAGNIFISPFSISSAMAMVFLGTRGNTAAQLSKTFHFNTVEEVHSRFQSLNADINKRGASYILKLANRLYGEKTYNFLPEFLVSTQKTYGADLASVDFQHASEDARKTINQWVKGQTEGKIPELLASGMVDNMTKLVLVNAIYFKGNWKDKFMKEATTNAPFRLNKKDRKTVKMMYQKKKFAYGYIEDLKCRVLELPYQGEELSMVILLPDDIEDESTGLKKIEEQLTLEKLHEWTKPENLDFIEVNVSLPRFKLEESYTLNSDLARLGVQDLFNSS.... Result: 1 (interaction). (4) The miRNA is hsa-miR-4505 with sequence AGGCUGGGCUGGGACGGA. The protein sequence of the target gene is MDWLMGKSKAKPNGKKPAAEEKKVYLEPEHTKSRITDFEFKELVVLPREIDLNEWLASNTTTFFHHINLQYSTISEFCTGETCQTMAVCNTQYYWYDERGKKVKCTAPQYVDFVMSSVQKLVTDEDVFPTKYGREFPSSFESLVKKICKYLFHVLGHIYWAHFKETLALELHGHLNTLYVHFILFAREFNLLDPKETAVMDDLTEVLCSSPGNSGATGDGANSGASGAQNHVKER. Result: 0 (no interaction). (5) The miRNA is bta-miR-205 with sequence UCCUUCAUUCCACCGGAGUCUG. The protein sequence of the target gene is MGRESRHYRKRSASRGRSGSRSRSRSPSDKRSKRGDDRRSRSRDRDRRRERSRSRDKRRSRSRDRKRLRRSRSRERDRSRERRRSRSRDRRRSRSRSRGRRSRSSSPGNKSKKTENRSRSKEKTDGGESSKEKKKDKDDKEDEKEKDAGNFDQNKLEEEMRKRKERVEKWREEQRKKAMENIGELKKEIEEMKQGKKWSLEDDDDDEDDPAEAEKEGNEMEGEELDPLDAYMEEVKEEVKKFNMRSVKGGGGNEKKSGPTVTKVVTVVTTKKAVVDSDKKKGELMENDQDAMEYSSEEEE.... Result: 0 (no interaction).